Dataset: Catalyst prediction with 721,799 reactions and 888 catalyst types from USPTO. Task: Predict which catalyst facilitates the given reaction. (1) Reactant: [CH2:1]([O:8][C:9]1[C:14](=[O:15])[N:13]2[CH:16]=[C:17]([N:27]3[CH2:32][CH2:31][O:30][CH2:29][CH2:28]3)[CH:18]=[C:19]([N:20]3[CH2:24][CH2:23][N:22]([CH3:25])[C:21]3=[O:26])[C:12]2=[N:11][C:10]=1[C:33](=[S:35])[NH2:34])[C:2]1[CH:7]=[CH:6][CH:5]=[CH:4][CH:3]=1.[CH:36](N(C(C)C)CC)(C)C.CI. Product: [CH3:36][S:35][C:33]([C:10]1[N:11]=[C:12]2[C:19]([N:20]3[CH2:24][CH2:23][N:22]([CH3:25])[C:21]3=[O:26])=[CH:18][C:17]([N:27]3[CH2:32][CH2:31][O:30][CH2:29][CH2:28]3)=[CH:16][N:13]2[C:14](=[O:15])[C:9]=1[O:8][CH2:1][C:2]1[CH:7]=[CH:6][CH:5]=[CH:4][CH:3]=1)=[NH:34]. The catalyst class is: 1. (2) Reactant: [C:1]([O:5][CH2:6][CH2:7][O:8][CH2:9][CH2:10][O:11][CH2:12][CH2:13][O:14][CH2:15][CH2:16][OH:17])([CH3:4])([CH3:3])[CH3:2].[C:18]1([CH3:28])[CH:23]=[CH:22][C:21]([S:24](Cl)(=[O:26])=[O:25])=[CH:20][CH:19]=1.[OH-].[Na+]. Product: [C:1]([O:5][CH2:6][CH2:7][O:8][CH2:9][CH2:10][O:11][CH2:12][CH2:13][O:14][CH2:15][CH2:16][O:17][S:24]([C:21]1[CH:22]=[CH:23][C:18]([CH3:28])=[CH:19][CH:20]=1)(=[O:26])=[O:25])([CH3:4])([CH3:3])[CH3:2]. The catalyst class is: 7. (3) Reactant: [OH-:1].[K+].[C:3]1([CH2:9][C:10](=[O:14])[C:11]([OH:13])=[O:12])[CH:8]=[CH:7][CH:6]=[CH:5][CH:4]=1.[C:15]([OH:23])(=[O:22])[CH2:16][C:17](C(O)=O)=O.Cl.[NH2:25]O.Cl. Product: [CH2:9]([C:10]([OH:14])([C:11]([OH:13])=[O:12])[CH2:17][C:16](=[N:25][OH:1])[C:15]([OH:23])=[O:22])[C:3]1[CH:8]=[CH:7][CH:6]=[CH:5][CH:4]=1. The catalyst class is: 226. (4) Reactant: [CH:1]([N:4]1[C:9](=[O:10])[CH:8]=[CH:7][C:6]([C:11]2[S:15][C:14]([C:16]([O:18]CC)=O)=[N:13][C:12]=2[C:21]2[CH:26]=[CH:25][CH:24]=[CH:23][CH:22]=2)=[N:5]1)([CH3:3])[CH3:2].[CH2:27]([NH2:29])[CH3:28]. Product: [CH2:27]([NH:29][C:16]([C:14]1[S:15][C:11]([C:6]2[CH:7]=[CH:8][C:9](=[O:10])[N:4]([CH:1]([CH3:3])[CH3:2])[N:5]=2)=[C:12]([C:21]2[CH:22]=[CH:23][CH:24]=[CH:25][CH:26]=2)[N:13]=1)=[O:18])[CH3:28]. The catalyst class is: 7. (5) Reactant: [NH2:1][C:2]1[C:3](=[O:21])[N:4]([CH2:13][C:14]2[CH:19]=[CH:18][C:17]([Cl:20])=[CH:16][CH:15]=2)[C:5](=[O:12])[N:6]([CH2:9][CH2:10][CH3:11])[C:7]=1[NH2:8].Cl[CH:23]1[CH2:27][CH2:26][CH2:25][C:24]1=O. Product: [Cl:20][C:17]1[CH:18]=[CH:19][C:14]([CH2:13][N:4]2[C:3](=[O:21])[C:2]3[C:7](=[N:8][C:23]4[CH2:27][CH2:26][CH2:25][C:24]=4[N:1]=3)[N:6]([CH2:9][CH2:10][CH3:11])[C:5]2=[O:12])=[CH:15][CH:16]=1. The catalyst class is: 130. (6) Reactant: [CH2:1]([C:5]1[CH2:10][CH:9]([CH3:11])[CH:8]([CH:12]=[O:13])[CH2:7][CH:6]=1)[CH:2]([CH3:4])[CH3:3].[CH3:14]C([O-])(C)C.[K+]. Product: [CH2:1]([C:5]1[CH2:10][CH:9]([CH3:11])[C:8]([CH3:14])([CH:12]=[O:13])[CH2:7][CH:6]=1)[CH:2]([CH3:4])[CH3:3]. The catalyst class is: 2.